This data is from Catalyst prediction with 721,799 reactions and 888 catalyst types from USPTO. The task is: Predict which catalyst facilitates the given reaction. (1) Reactant: Br[C:2]1[C:6]([Br:7])=[CH:5][S:4][C:3]=1[CH:8]=[O:9].[CH3:10][C:11]1[CH:12]=[C:13]([NH:26][S:27]([CH3:30])(=[O:29])=[O:28])[CH:14]=[CH:15][C:16]=1B1OC(C)(C)C(C)(C)O1.C([O-])([O-])=O.[Na+].[Na+]. Product: [Br:7][C:6]1[C:2]([C:16]2[CH:15]=[CH:14][C:13]([NH:26][S:27]([CH3:30])(=[O:28])=[O:29])=[CH:12][C:11]=2[CH3:10])=[C:3]([CH:8]=[O:9])[S:4][CH:5]=1. The catalyst class is: 149. (2) Reactant: [CH2:1]([C:3]1[C:11]2S[CH2:9][CH:8]([C:12]3[CH:17]=[CH:16][C:15]([CH:18]([CH3:20])[CH3:19])=[CH:14][CH:13]=3)[C:7]=2[C:6]([CH3:21])=[C:5]([NH:22][C:23](=[O:29])[CH2:24][C:25]([CH3:28])([CH3:27])[CH3:26])[C:4]=1[CH3:30])[CH3:2].C(=O)([O-])O.[Na+].ClC1C=CC=C(C(OO)=O)C=1.[S:47]([O-:50])(O)=[O:48].[Na+]. Product: [CH2:1]([C:3]1[C:11]2[S:47](=[O:50])(=[O:48])[CH2:9][CH:8]([C:12]3[CH:17]=[CH:16][C:15]([CH:18]([CH3:20])[CH3:19])=[CH:14][CH:13]=3)[C:7]=2[C:6]([CH3:21])=[C:5]([NH:22][C:23](=[O:29])[CH2:24][C:25]([CH3:27])([CH3:26])[CH3:28])[C:4]=1[CH3:30])[CH3:2]. The catalyst class is: 4. (3) Reactant: CC(OC(/N=N/C(OC(C)C)=O)=O)C.[CH3:15][O:16][C:17]1[CH:18]=[C:19]([OH:26])[CH:20]=[C:21]([N+:23]([O-:25])=[O:24])[CH:22]=1.[CH3:27][N:28]([CH3:38])[CH2:29][CH2:30][O:31][CH2:32][CH2:33][O:34][CH2:35][CH2:36]O.C1C=CC(P(C2C=CC=CC=2)C2C=CC=CC=2)=CC=1. Product: [CH3:15][O:16][C:17]1[CH:18]=[C:19]([CH:20]=[C:21]([N+:23]([O-:25])=[O:24])[CH:22]=1)[O:26][CH2:36][CH2:35][O:34][CH2:33][CH2:32][O:31][CH2:30][CH2:29][N:28]([CH3:27])[CH3:38]. The catalyst class is: 1. (4) Reactant: [C:1]([N:8]1[CH2:13][CH2:12][CH2:11][CH:10]([CH2:14][NH:15][C:16]2[CH:21]=[CH:20][CH:19]=[CH:18][CH:17]=2)[CH2:9]1)([O:3][C:4]([CH3:7])([CH3:6])[CH3:5])=[O:2].[CH2:22]([N:24]=[C:25]=[O:26])[CH3:23]. Product: [C:1]([N:8]1[CH2:13][CH2:12][CH2:11][CH:10]([CH2:14][N:15]([C:16]2[CH:21]=[CH:20][CH:19]=[CH:18][CH:17]=2)[C:25]([NH:24][CH2:22][CH3:23])=[O:26])[CH2:9]1)([O:3][C:4]([CH3:6])([CH3:7])[CH3:5])=[O:2]. The catalyst class is: 2. (5) Reactant: C1(C)C=CC=CC=1.[CH3:8][N:9]1[C:18]2[C:13](=[CH:14][CH:15]=[C:16](C(O)=O)[CH:17]=2)[CH2:12][CH2:11][C:10]1=[O:22].C1(P([N:37]=[N+]=[N-])(C2C=CC=CC=2)=O)C=CC=CC=1.C(O)(C)(C)C. Product: [NH2:37][C:16]1[CH:17]=[C:18]2[C:13]([CH2:12][CH2:11][C:10](=[O:22])[N:9]2[CH3:8])=[CH:14][CH:15]=1. The catalyst class is: 66.